Dataset: Catalyst prediction with 721,799 reactions and 888 catalyst types from USPTO. Task: Predict which catalyst facilitates the given reaction. (1) Reactant: [Cl:1][C:2]1[N:7]2[N:8]=[C:9]([C:31]3[CH:36]=[CH:35][C:34]([F:37])=[CH:33][CH:32]=3)[C:10]([C:11]3[CH:16]=[C:15]([CH2:17][O:18]C4CCCCO4)[N:14]=[C:13]([NH:25][CH:26]4[CH2:30][CH2:29][CH2:28][CH2:27]4)[N:12]=3)=[C:6]2[CH:5]=[CH:4][CH:3]=1.Cl. Product: [Cl:1][C:2]1[N:7]2[N:8]=[C:9]([C:31]3[CH:36]=[CH:35][C:34]([F:37])=[CH:33][CH:32]=3)[C:10]([C:11]3[N:12]=[C:13]([NH:25][CH:26]4[CH2:30][CH2:29][CH2:28][CH2:27]4)[N:14]=[C:15]([CH2:17][OH:18])[CH:16]=3)=[C:6]2[CH:5]=[CH:4][CH:3]=1. The catalyst class is: 7. (2) Reactant: C1(P(C2C=CC=CC=2)C2C=CC=CC=2)C=CC=CC=1.[Cl:20][C:21]1[CH:22]=[C:23]([CH:40]=[C:41]([C:45]([F:48])([F:47])[F:46])[C:42]=1[CH2:43]O)[C:24]([NH:26][CH2:27][C:28]1[CH:33]=[C:32]([Cl:34])[CH:31]=[CH:30][C:29]=1[S:35]([CH2:38][CH3:39])(=[O:37])=[O:36])=[O:25].C(Br)(Br)(Br)[Br:50]. Product: [Br:50][CH2:43][C:42]1[C:41]([C:45]([F:48])([F:47])[F:46])=[CH:40][C:23]([C:24]([NH:26][CH2:27][C:28]2[CH:33]=[C:32]([Cl:34])[CH:31]=[CH:30][C:29]=2[S:35]([CH2:38][CH3:39])(=[O:37])=[O:36])=[O:25])=[CH:22][C:21]=1[Cl:20]. The catalyst class is: 1. (3) Reactant: [NH2:1][C:2]1[C:3]([C:19]([NH2:21])=[O:20])=[N:4][C:5]([C:9]2[CH:14]=[CH:13][C:12](=[O:15])[N:11]([CH:16]([CH3:18])[CH3:17])[CH:10]=2)=[CH:6][N+:7]=1[O-].P(Cl)(Cl)([Cl:24])=O.O. Product: [NH2:1][C:2]1[C:3]([C:19]([NH2:21])=[O:20])=[N:4][C:5]([C:9]2[CH:14]=[CH:13][C:12](=[O:15])[N:11]([CH:16]([CH3:18])[CH3:17])[CH:10]=2)=[C:6]([Cl:24])[N:7]=1. The catalyst class is: 3. (4) Reactant: C(O[C:4]1(O[Si](C)(C)C)[CH2:6][CH2:5]1)C.C1(P(=[CH:31][C:32]([O:34][CH2:35][CH3:36])=[O:33])(C2C=CC=CC=2)C2C=CC=CC=2)C=CC=CC=1.C(O)(=O)C1C=CC=CC=1. Product: [C:4]1(=[CH:31][C:32]([O:34][CH2:35][CH3:36])=[O:33])[CH2:5][CH2:6]1. The catalyst class is: 11. (5) Reactant: Br[C:2]1[CH:3]=[N:4][CH:5]=[C:6]2[C:11]=1[N:10]=[C:9]([C:12]([NH2:14])=[O:13])[CH:8]=[CH:7]2.[O:15]1[CH2:20][CH2:19][O:18][C:17]2[CH:21]=[C:22](B(O)O)[CH:23]=[CH:24][C:16]1=2.C(=O)([O-])[O-].[Cs+].[Cs+]. Product: [O:15]1[CH2:20][CH2:19][O:18][C:17]2[CH:21]=[C:22]([C:2]3[CH:3]=[N:4][CH:5]=[C:6]4[C:11]=3[N:10]=[C:9]([C:12]([NH2:14])=[O:13])[CH:8]=[CH:7]4)[CH:23]=[CH:24][C:16]1=2. The catalyst class is: 688. (6) Reactant: [C:1](N1C=CN=C1)(N1C=CN=C1)=[O:2].[C:13]1([C:20]2[CH:25]=[CH:24][CH:23]=[CH:22][CH:21]=2)[CH:18]=[CH:17][C:16]([OH:19])=[CH:15][CH:14]=1.C1(C)C=CC(S(O)(=O)=O)=CC=1.[NH2:37][C:38]1[CH:43]=[CH:42][CH:41]=[CH:40][C:39]=1[NH:44][C:45]([C:47]1[S:48][C:49]2[CH2:50][NH:51][CH2:52][CH2:53][C:54]=2[N:55]=1)=[O:46]. Product: [NH2:37][C:38]1[CH:43]=[CH:42][CH:41]=[CH:40][C:39]=1[NH:44][C:45]([C:47]1[S:48][C:49]2[CH2:50][N:51]([C:1]([O:19][C:16]3[CH:15]=[CH:14][C:13]([C:20]4[CH:25]=[CH:24][CH:23]=[CH:22][CH:21]=4)=[CH:18][CH:17]=3)=[O:2])[CH2:52][CH2:53][C:54]=2[N:55]=1)=[O:46]. The catalyst class is: 139. (7) Reactant: [CH2:1]([N:8]1[C:13](=[O:14])[C:12]2=[CH:15][CH:16]=[CH:17][N:11]2[N:10]=[C:9]1[CH:18]([NH:21][CH2:22][C:23]1[CH:28]=[CH:27][CH:26]=[CH:25][CH:24]=1)[CH2:19][CH3:20])[C:2]1[CH:7]=[CH:6][CH:5]=[CH:4][CH:3]=1.[C:29](Cl)(=[O:36])[C:30]1[CH:35]=[CH:34][CH:33]=[CH:32][CH:31]=1.CCN(CC)CC. Product: [CH2:22]([N:21]([CH:18]([C:9]1[N:8]([CH2:1][C:2]2[CH:3]=[CH:4][CH:5]=[CH:6][CH:7]=2)[C:13](=[O:14])[C:12]2=[CH:15][CH:16]=[CH:17][N:11]2[N:10]=1)[CH2:19][CH3:20])[C:29](=[O:36])[C:30]1[CH:35]=[CH:34][CH:33]=[CH:32][CH:31]=1)[C:23]1[CH:24]=[CH:25][CH:26]=[CH:27][CH:28]=1. The catalyst class is: 22. (8) Reactant: [Cl:1][C:2]1[CH:3]=[C:4]([C:8]2[O:9][C:10]3[CH2:15][CH2:14][N:13]([C:16]4[N:23]=[CH:22][CH:21]=[CH:20][C:17]=4C#N)[CH2:12][C:11]=3[N:24]=2)[CH:5]=[CH:6][CH:7]=1.BrC1C=CC=CN=1. Product: [Cl:1][C:2]1[CH:3]=[C:4]([C:8]2[O:9][C:10]3[CH2:15][CH2:14][N:13]([C:16]4[CH:17]=[CH:20][CH:21]=[CH:22][N:23]=4)[CH2:12][C:11]=3[N:24]=2)[CH:5]=[CH:6][CH:7]=1. The catalyst class is: 25. (9) Reactant: [Cl:1][C:2]1[NH:10][CH:9]=[N:8][C:7]2[C:3]=1[N:4]=[CH:5][N:6]=2.O[CH2:12][N:13]1[CH2:17][CH:16]([CH2:18][CH2:19][CH3:20])[CH2:15][C:14]1=[O:21].C(N(CC)C(Cl)=O)C. Product: [Cl:1][C:2]1[N:10]=[CH:9][N:8]=[C:7]2[C:3]=1[N:4]=[CH:5][N:6]2[CH2:12][N:13]1[CH2:17][CH:16]([CH2:18][CH2:19][CH3:20])[CH2:15][C:14]1=[O:21]. The catalyst class is: 23. (10) Reactant: [CH2:1](Br)[C:2]1[CH:7]=[CH:6][CH:5]=[CH:4][CH:3]=1.[OH:9][C:10]1[C:19]2[C:14](=[CH:15][CH:16]=[CH:17][CH:18]=2)[C:13]([OH:20])=[C:12]([C:21]([O:23][CH2:24][CH3:25])=[O:22])[C:11]=1[C:26]([O:28][CH2:29][CH3:30])=[O:27].C(=O)([O-])[O-].[K+].[K+]. Product: [C:2]1([CH2:1][O:9][C:10]2[C:19]3[C:14](=[CH:15][CH:16]=[CH:17][CH:18]=3)[C:13]([O:20][CH2:1][C:2]3[CH:7]=[CH:6][CH:5]=[CH:4][CH:3]=3)=[C:12]([C:21]([O:23][CH2:24][CH3:25])=[O:22])[C:11]=2[C:26]([O:28][CH2:29][CH3:30])=[O:27])[CH:7]=[CH:6][CH:5]=[CH:4][CH:3]=1. The catalyst class is: 21.